From a dataset of Forward reaction prediction with 1.9M reactions from USPTO patents (1976-2016). Predict the product of the given reaction. (1) Given the reactants C(N(CC)CC)C.[NH2:8][C:9]1[CH:10]=[CH:11][C:12]([C:15]#[N:16])=[N:13][CH:14]=1.[Cl:17][CH:18]([CH3:22])[C:19](Cl)=[O:20], predict the reaction product. The product is: [Cl:17][CH:18]([CH3:22])[C:19]([NH:8][C:9]1[CH:14]=[N:13][C:12]([C:15]#[N:16])=[CH:11][CH:10]=1)=[O:20]. (2) Given the reactants [C:1]([O:4][C@@H:5]1[C@@H:10]([O:11][C:12](=[O:14])[CH3:13])[C@@H:9]([O:15][C:16](=[O:18])[CH3:17])[C@@H:8]([CH2:19][O:20][C:21](=[O:23])[CH3:22])[O:7][C@:6]21[C:31]1[C:26](=[CH:27][C:28]([Cl:47])=[C:29]([CH2:32][C:33]3[CH:38]=[CH:37][C:36](OS(C(F)(F)F)(=O)=O)=[CH:35][CH:34]=3)[CH:30]=1)[CH2:25][O:24]2)(=[O:3])[CH3:2].[CH3:48][Si:49]([C:52]#[CH:53])([CH3:51])[CH3:50], predict the reaction product. The product is: [C:1]([O:4][C@@H:5]1[C@@H:10]([O:11][C:12](=[O:14])[CH3:13])[C@@H:9]([O:15][C:16](=[O:18])[CH3:17])[C@@H:8]([CH2:19][O:20][C:21](=[O:23])[CH3:22])[O:7][C@:6]21[C:31]1[C:26](=[CH:27][C:28]([Cl:47])=[C:29]([CH2:32][C:33]3[CH:38]=[CH:37][C:36]([C:53]#[C:52][Si:49]([CH3:51])([CH3:50])[CH3:48])=[CH:35][CH:34]=3)[CH:30]=1)[CH2:25][O:24]2)(=[O:3])[CH3:2].